Dataset: Reaction yield outcomes from USPTO patents with 853,638 reactions. Task: Predict the reaction yield, written as a fraction of the theoretical maximum amount of product (1.0 means a 100% yield; for example, 0.34 means a 34% yield). (1) The reactants are [Cl:1][C:2]1[CH:12]=[CH:11][C:5]([C:6]([N:8]=[C:9]=S)=[O:7])=[CH:4][CH:3]=1.[F:13][C:14]1[CH:15]=[C:16]([NH:26][C:27](=[O:32])[C:28]([NH:30][NH2:31])=[O:29])[CH:17]=[CH:18][C:19]=1[N:20]1[CH2:25][CH2:24][O:23][CH2:22][CH2:21]1.C1N=CN(C(N2C=NC=C2)=O)C=1. The catalyst is CN(C=O)C. The product is [Cl:1][C:2]1[CH:12]=[CH:11][C:5]([C:6]([NH:8][C:9]2[O:29][C:28]([C:27]([NH:26][C:16]3[CH:17]=[CH:18][C:19]([N:20]4[CH2:25][CH2:24][O:23][CH2:22][CH2:21]4)=[C:14]([F:13])[CH:15]=3)=[O:32])=[N:30][N:31]=2)=[O:7])=[CH:4][CH:3]=1. The yield is 0.290. (2) The reactants are I[C:2]1[CH:3]=[C:4]([CH:22]=[CH:23][CH:24]=1)[CH2:5][N:6]1[C:10]2=[N:11][C:12]([NH:15][C:16]3[CH:17]=[N:18][N:19]([CH3:21])[CH:20]=3)=[N:13][CH:14]=[C:9]2[CH:8]=[N:7]1.[NH:25]1[CH2:30][CH2:29][O:28][CH2:27][C:26]1=[O:31].P([O-])([O-])([O-])=O.[K+].[K+].[K+].CNCCNC. The catalyst is O1CCOCC1.[Cu](I)I. The product is [CH3:21][N:19]1[CH:20]=[C:16]([NH:15][C:12]2[N:11]=[C:10]3[N:6]([CH2:5][C:4]4[CH:3]=[C:2]([N:25]5[CH2:30][CH2:29][O:28][CH2:27][C:26]5=[O:31])[CH:24]=[CH:23][CH:22]=4)[N:7]=[CH:8][C:9]3=[CH:14][N:13]=2)[CH:17]=[N:18]1. The yield is 0.470. (3) The reactants are [C:1]([O:4][C:5]1[CH:10]=[C:9]([CH3:11])[C:8]([Br:12])=[C:7]([CH3:13])[CH:6]=1)(=[O:3])[CH3:2].[Br:14]N1C(=O)CCC1=O. The catalyst is C(Cl)(Cl)(Cl)Cl.N(C(C)(C)C#N)=NC(C)(C)C#N. The product is [C:1]([O:4][C:5]1[CH:6]=[C:7]([CH3:13])[C:8]([Br:12])=[C:9]([CH2:11][Br:14])[CH:10]=1)(=[O:3])[CH3:2]. The yield is 0.730.